This data is from Peptide-MHC class I binding affinity with 185,985 pairs from IEDB/IMGT. The task is: Regression. Given a peptide amino acid sequence and an MHC pseudo amino acid sequence, predict their binding affinity value. This is MHC class I binding data. (1) The peptide sequence is GPSHKARVL. The MHC is HLA-A68:02 with pseudo-sequence HLA-A68:02. The binding affinity (normalized) is 0. (2) The peptide sequence is LLDSHYESV. The MHC is HLA-A02:06 with pseudo-sequence HLA-A02:06. The binding affinity (normalized) is 0.586.